Dataset: Catalyst prediction with 721,799 reactions and 888 catalyst types from USPTO. Task: Predict which catalyst facilitates the given reaction. (1) Reactant: [C:1](Cl)(=[O:4])[CH2:2][CH3:3].[NH2:6][CH2:7][C:8]1[N:12]([CH2:13][N:14]2[CH2:18][CH:17]([C:19]3[CH:24]=[C:23]([F:25])[C:22]([F:26])=[C:21]([F:27])[CH:20]=3)[CH2:16][C:15]2=[O:28])[CH:11]=[N:10][CH:9]=1.CCN(CC)CC. Product: [O:28]=[C:15]1[CH2:16][CH:17]([C:19]2[CH:24]=[C:23]([F:25])[C:22]([F:26])=[C:21]([F:27])[CH:20]=2)[CH2:18][N:14]1[CH2:13][N:12]1[C:8]([CH2:7][NH:6][C:1](=[O:4])[CH2:2][CH3:3])=[CH:9][N:10]=[CH:11]1. The catalyst class is: 2. (2) Reactant: [OH-].[K+].[CH3:3][C:4]([CH3:40])(/[C:10](=[N:17]\[O:18][CH2:19][C:20]1[CH:25]=[CH:24][C:23]([O:26][CH2:27]N2C=C(C)OC2C2C=CC=CC=2)=[CH:22][CH:21]=1)/[C:11]1[CH:16]=[CH:15][CH:14]=[CH:13][CH:12]=1)[C:5]([O:7]CC)=[O:6].O.Cl.[O:43]1[CH2:47][CH2:46][CH2:45][CH2:44]1. Product: [CH3:40][C:4]([CH3:3])(/[C:10](=[N:17]\[O:18][CH2:19][C:20]1[CH:25]=[CH:24][C:23]([O:26][CH2:27][C:10]2[N:17]=[C:47]([C:46]3[CH:16]=[CH:11][CH:12]=[CH:44][CH:45]=3)[O:43][C:4]=2[CH3:3])=[CH:22][CH:21]=1)/[C:11]1[CH:16]=[CH:15][CH:14]=[CH:13][CH:12]=1)[C:5]([OH:7])=[O:6]. The catalyst class is: 5. (3) Reactant: [Br:1][C:2]1[CH:7]=[CH:6][CH:5]=[C:4]([F:8])[CH:3]=1.[CH3:9][Si:10](Cl)([CH3:12])[CH3:11].C([N-]C(C)C)(C)C.[Li+].S(=O)(=O)(O)O. Product: [Br:1][C:2]1[CH:7]=[CH:6][CH:5]=[C:4]([F:8])[C:3]=1[Si:10]([CH3:12])([CH3:11])[CH3:9]. The catalyst class is: 1. (4) Reactant: [C:1]([O:5][C:6]([N:8]1[C:16]2[C:11](=[CH:12][C:13](I)=[CH:14][CH:15]=2)[CH:10]=[CH:9]1)=[O:7])([CH3:4])([CH3:3])[CH3:2].[CH:18]([Si:21]([CH:26]([CH3:28])[CH3:27])([CH:23]([CH3:25])[CH3:24])[S-:22])([CH3:20])[CH3:19].[K+]. Product: [C:1]([O:5][C:6]([N:8]1[C:16]2[C:11](=[CH:12][C:13]([S:22][Si:21]([CH:23]([CH3:25])[CH3:24])([CH:26]([CH3:28])[CH3:27])[CH:18]([CH3:19])[CH3:20])=[CH:14][CH:15]=2)[CH:10]=[CH:9]1)=[O:7])([CH3:4])([CH3:3])[CH3:2]. The catalyst class is: 7. (5) Reactant: [CH3:1][N:2]1[CH2:7][CH2:6][N:5]([CH2:8][CH2:9][N:10]2[C:14]3[N:15]=[N:16][C:17]([C:20]4[CH:25]=[CH:24][CH:23]=[CH:22][CH:21]=4)=[C:18](O)[C:13]=3[C:12]([N:26]3[CH2:30][CH2:29][CH2:28][CH2:27]3)=[N:11]2)[CH2:4][CH2:3]1.O=P(Cl)(Cl)[Cl:33]. Product: [Cl:33][C:18]1[C:17]([C:20]2[CH:25]=[CH:24][CH:23]=[CH:22][CH:21]=2)=[N:16][N:15]=[C:14]2[N:10]([CH2:9][CH2:8][N:5]3[CH2:4][CH2:3][N:2]([CH3:1])[CH2:7][CH2:6]3)[N:11]=[C:12]([N:26]3[CH2:30][CH2:29][CH2:28][CH2:27]3)[C:13]=12. The catalyst class is: 2.